Dataset: Forward reaction prediction with 1.9M reactions from USPTO patents (1976-2016). Task: Predict the product of the given reaction. (1) Given the reactants [CH:1]([NH:4]C(C)C)(C)[CH3:2].C([Li])CCC.C(#N)C.[F:16][C:17]([F:27])([F:26])[C:18]1[N:23]=[C:22]([C:24]#[N:25])[CH:21]=[CH:20][CH:19]=1, predict the reaction product. The product is: [NH2:25][C:24]([C:22]1[CH:21]=[CH:20][CH:19]=[C:18]([C:17]([F:26])([F:16])[F:27])[N:23]=1)=[CH:2][C:1]#[N:4]. (2) The product is: [CH3:33][O:32][CH2:31][C:29]1([CH2:34][O:35][CH3:36])[C:28]2=[N:37][N:38]=[N:39][N:27]2[C:26]2[CH:40]=[C:22]([NH:21][C:2]3[N:7]=[C:6]([NH:8][C@@H:9]4[CH2:17][C@H:16]5[N:12]([CH2:13][CH2:14][CH2:15]5)[C:11]([CH3:19])([CH3:18])[CH2:10]4)[C:5]([F:20])=[CH:4][N:3]=3)[CH:23]=[CH:24][C:25]=2[O:30]1. Given the reactants Cl[C:2]1[N:7]=[C:6]([NH:8][C@@H:9]2[CH2:17][C@H:16]3[N:12]([CH2:13][CH2:14][CH2:15]3)[C:11]([CH3:19])([CH3:18])[CH2:10]2)[C:5]([F:20])=[CH:4][N:3]=1.[NH2:21][C:22]1[CH:23]=[CH:24][C:25]2[O:30][C:29]([CH2:34][O:35][CH3:36])([CH2:31][O:32][CH3:33])[C:28]3=[N:37][N:38]=[N:39][N:27]3[C:26]=2[CH:40]=1.CC1C=CC(S(O)(=O)=O)=CC=1.O, predict the reaction product. (3) Given the reactants Cl.[C:2]([C:4]1[CH:5]=[CH:6][C:7]([N:10]2[CH:15]([CH3:16])[CH2:14][N:13](C(OC(C)(C)C)=O)[CH2:12][CH:11]2[CH3:24])=[N:8][CH:9]=1)#[N:3], predict the reaction product. The product is: [CH3:16][CH:15]1[CH2:14][NH:13][CH2:12][CH:11]([CH3:24])[N:10]1[C:7]1[CH:6]=[CH:5][C:4]([C:2]#[N:3])=[CH:9][N:8]=1. (4) The product is: [Cl:14][C:7]1[CH:8]=[C:9]2[C:4](=[CH:5][C:6]=1[O:15][CH3:16])[N:3]=[C:2]([O:18][CH3:17])[C:11]([CH:12]=[O:13])=[CH:10]2. Given the reactants Cl[C:2]1[C:11]([CH:12]=[O:13])=[CH:10][C:9]2[C:4](=[CH:5][C:6]([O:15][CH3:16])=[C:7]([Cl:14])[CH:8]=2)[N:3]=1.[CH3:17][O-:18].[Na+], predict the reaction product. (5) Given the reactants [C:1]([C:3]1[CH:22]=[CH:21][C:6]([CH2:7][C:8]2[C:9]([CH3:20])=[C:10]([CH3:19])[C:11]([OH:18])=[C:12]([CH:17]=2)[C:13]([O:15][CH3:16])=[O:14])=[CH:5][C:4]=1[F:23])#[N:2].[H-].[Na+].C1C=CC(N([S:33]([C:36]([F:39])([F:38])[F:37])(=[O:35])=[O:34])[S:33]([C:36]([F:39])([F:38])[F:37])(=[O:35])=[O:34])=CC=1.Cl, predict the reaction product. The product is: [C:1]([C:3]1[CH:22]=[CH:21][C:6]([CH2:7][C:8]2[C:9]([CH3:20])=[C:10]([CH3:19])[C:11]([O:18][S:33]([C:36]([F:39])([F:38])[F:37])(=[O:35])=[O:34])=[C:12]([CH:17]=2)[C:13]([O:15][CH3:16])=[O:14])=[CH:5][C:4]=1[F:23])#[N:2]. (6) The product is: [CH:1]1([CH2:6][O:7][C:8]2[CH:9]=[C:10]([CH:11]([OH:12])[CH2:17][C:16]#[N:18])[CH:13]=[CH:14][CH:15]=2)[CH2:2][CH2:3][CH2:4][CH2:5]1. Given the reactants [CH:1]1([CH2:6][O:7][C:8]2[CH:9]=[C:10]([CH:13]=[CH:14][CH:15]=2)[CH:11]=[O:12])[CH2:5][CH2:4][CH2:3][CH2:2]1.[C:16](#[N:18])[CH3:17], predict the reaction product. (7) Given the reactants [NH2:1][C:2]1[N:3]=[C:4]([N:18]2[CH2:23][CH2:22][NH:21][CH2:20][CH2:19]2)[C:5]2[N:10]=[C:9]([C:11]3[CH:16]=[CH:15][C:14]([F:17])=[CH:13][CH:12]=3)[S:8][C:6]=2[N:7]=1.C(N(C(C)C)CC)(C)C.[O:33]([CH2:40][C:41](Cl)=[O:42])[C:34]1[CH:39]=[CH:38][CH:37]=[CH:36][CH:35]=1, predict the reaction product. The product is: [NH2:1][C:2]1[N:3]=[C:4]([N:18]2[CH2:23][CH2:22][N:21]([C:41](=[O:42])[CH2:40][O:33][C:34]3[CH:39]=[CH:38][CH:37]=[CH:36][CH:35]=3)[CH2:20][CH2:19]2)[C:5]2[N:10]=[C:9]([C:11]3[CH:12]=[CH:13][C:14]([F:17])=[CH:15][CH:16]=3)[S:8][C:6]=2[N:7]=1.